From a dataset of Full USPTO retrosynthesis dataset with 1.9M reactions from patents (1976-2016). Predict the reactants needed to synthesize the given product. Given the product [C:1]([C:3]1[C:4]([C:14]2[CH:19]=[CH:18][C:17]([Cl:20])=[CH:16][C:15]=2[Cl:21])=[C:5]([C:9]([O:11][CH2:12][CH3:13])=[O:10])[S:6][C:7]=1[C:27]1[CH:26]=[CH:25][N:24]=[C:23]([F:22])[CH:28]=1)#[N:2], predict the reactants needed to synthesize it. The reactants are: [C:1]([C:3]1[C:4]([C:14]2[CH:19]=[CH:18][C:17]([Cl:20])=[CH:16][C:15]=2[Cl:21])=[C:5]([C:9]([O:11][CH2:12][CH3:13])=[O:10])[S:6][C:7]=1I)#[N:2].[F:22][C:23]1[CH:28]=[C:27](B(O)O)[CH:26]=[CH:25][N:24]=1.C(=O)([O-])[O-].[Na+].[Na+].